This data is from Reaction yield outcomes from USPTO patents with 853,638 reactions. The task is: Predict the reaction yield, written as a fraction of the theoretical maximum amount of product (1.0 means a 100% yield; for example, 0.34 means a 34% yield). (1) The reactants are [C:1](=[NH:23])([O:3][CH2:4][CH2:5][C:6]1[CH:11]=[CH:10][C:9]([O:12][C:13]2[CH:14]=[N:15][C:16]([C:19]([F:22])([F:21])[F:20])=[N:17][CH:18]=2)=[CH:8][CH:7]=1)[NH2:2].[CH:24]([CH:26]([CH2:31][C:32]1[CH:33]=[N:34][C:35]([O:38][CH3:39])=[N:36][CH:37]=1)[C:27](OC)=O)=[O:25].C([O-])([O-])=O.[K+].[K+]. The catalyst is CN1C(=O)CCC1. The product is [CH3:39][O:38][C:35]1[N:34]=[CH:33][C:32]([CH2:31][C:26]2[C:24](=[O:25])[N:23]=[C:1]([O:3][CH2:4][CH2:5][C:6]3[CH:7]=[CH:8][C:9]([O:12][C:13]4[CH:14]=[N:15][C:16]([C:19]([F:21])([F:22])[F:20])=[N:17][CH:18]=4)=[CH:10][CH:11]=3)[NH:2][CH:27]=2)=[CH:37][N:36]=1. The yield is 0.0304. (2) The reactants are [Cl:1][C:2]1[C:3]([CH2:29]Cl)=[CH:4][C:5]2[N:9]=[C:8]([CH2:10][CH3:11])[N:7]([C:12]3[CH:17]=[CH:16][C:15]([CH2:18][CH2:19][O:20][Si:21]([C:24]([CH3:27])([CH3:26])[CH3:25])([CH3:23])[CH3:22])=[CH:14][CH:13]=3)[C:6]=2[CH:28]=1.[C:31]([OH:35])(=[O:34])[CH2:32][CH3:33].C([O-])(O)=O.[Na+].O. The yield is 0.530. The catalyst is CN(C)C=O. The product is [C:31]([O:35][CH2:29][C:3]1[C:2]([Cl:1])=[CH:28][C:6]2[N:7]([C:12]3[CH:17]=[CH:16][C:15]([CH2:18][CH2:19][O:20][Si:21]([C:24]([CH3:27])([CH3:26])[CH3:25])([CH3:22])[CH3:23])=[CH:14][CH:13]=3)[C:8]([CH2:10][CH3:11])=[N:9][C:5]=2[CH:4]=1)(=[O:34])[CH2:32][CH3:33]. (3) The reactants are [CH2:1]([O:4][N:5]([C@H:18]1[CH2:23][N:22](C(OC(C)(C)C)=O)[C@H:21]([C:31](=[O:33])[NH2:32])[C:20]([CH3:34])=[CH:19]1)[S:6]([C:9]1[CH:14]=[CH:13][CH:12]=[CH:11][C:10]=1[N+:15]([O-:17])=[O:16])(=[O:8])=[O:7])[CH:2]=[CH2:3]. The catalyst is ClCCl.[Br-].[Zn+2].[Br-]. The product is [CH2:1]([O:4][N:5]([C@H:18]1[CH2:23][NH:22][C@H:21]([C:31]([NH2:32])=[O:33])[C:20]([CH3:34])=[CH:19]1)[S:6]([C:9]1[CH:14]=[CH:13][CH:12]=[CH:11][C:10]=1[N+:15]([O-:17])=[O:16])(=[O:8])=[O:7])[CH:2]=[CH2:3]. The yield is 0.910. (4) The reactants are C(O[C:4](=O)[C:5]1[CH:10]=[CH:9][CH:8]=[C:7](OCCN2CCOCC2)[CH:6]=1)C.[NH2:21][C:22]1[N:26]([C:27]2[CH:28]=[C:29]([CH:36]=[CH:37][C:38]=2[CH3:39])[C:30]([NH:32][CH:33]2[CH2:35][CH2:34]2)=[O:31])[N:25]=[CH:24][C:23]=1[C:40](=[O:49])C1C=CC=C(CO)C=1.C(N(C(C)C)CC)(C)C. The catalyst is C(O)C. The product is [NH2:21][C:22]1[N:26]([C:27]2[CH:28]=[C:29]([CH:36]=[CH:37][C:38]=2[CH3:39])[C:30]([NH:32][CH:33]2[CH2:35][CH2:34]2)=[O:31])[N:25]=[CH:24][C:23]=1[C:40](=[O:49])[C:8]1[CH:9]=[CH:10][C:5]([CH3:4])=[CH:6][CH:7]=1. The yield is 0.220. (5) The reactants are [OH:1][C@:2]1([C:30]([F:36])([F:35])[C:31]([F:34])([F:33])[F:32])[C@:18]2([CH3:19])[C@H:5]([C@H:6]3[C:15]([C@@H:16]([C:20]4[CH:25]=[CH:24][C:23]([C@H:26]([OH:28])[CH3:27])=[CH:22][CH:21]=4)[CH2:17]2)=[C:14]2[C:9](=[CH:10][C:11](=[O:29])[CH2:12][CH2:13]2)[CH2:8][CH2:7]3)[CH2:4][CH2:3]1.[CH2:37]([O:40][C:41]([NH:43][C@@H:44]([CH3:48])[C:45](O)=[O:46])=[O:42])[CH:38]=[CH2:39]. No catalyst specified. The product is [OH:1][C@:2]1([C:30]([F:35])([F:36])[C:31]([F:32])([F:33])[F:34])[C@:18]2([CH3:19])[C@H:5]([C@H:6]3[C:15]([C@@H:16]([C:20]4[CH:21]=[CH:22][C:23]([C@H:26]([O:28][C:45](=[O:46])[C@@H:44]([NH:43][C:41]([O:40][CH2:37][CH:38]=[CH2:39])=[O:42])[CH3:48])[CH3:27])=[CH:24][CH:25]=4)[CH2:17]2)=[C:14]2[C:9](=[CH:10][C:11](=[O:29])[CH2:12][CH2:13]2)[CH2:8][CH2:7]3)[CH2:4][CH2:3]1. The yield is 0.720. (6) The reactants are [CH3:1]C([O-])(C)C.[K+].[CH3:7][O:8][C:9]([C@H:11]1[CH2:16][CH2:15][C@H:14]([NH:17][CH2:18][C:19]2[CH:28]=[CH:27][C:22]3[O:23][CH2:24][CH2:25][O:26][C:21]=3[CH:20]=2)[CH2:13][CH2:12]1)=[O:10].CI. The catalyst is CN(C)C=O. The product is [CH3:7][O:8][C:9]([C@H:11]1[CH2:16][CH2:15][C@H:14]([N:17]([CH2:18][C:19]2[CH:28]=[CH:27][C:22]3[O:23][CH2:24][CH2:25][O:26][C:21]=3[CH:20]=2)[CH3:1])[CH2:13][CH2:12]1)=[O:10]. The yield is 0.980. (7) The reactants are I[C:2]1[CH:7]=[C:6]([N+:8]([O-:10])=[O:9])[CH:5]=[CH:4][C:3]=1[NH:11][C:12](=[O:18])[O:13][C:14]([CH3:17])([CH3:16])[CH3:15].O1CCCC1.[C:24]([C:26]1[CH:27]=[C:28]([NH:32][C:33](=[O:39])[O:34][C:35]([CH3:38])([CH3:37])[CH3:36])[CH:29]=[N:30][CH:31]=1)#[CH:25]. The catalyst is [Cu]I.Cl[Pd](Cl)([P](C1C=CC=CC=1)(C1C=CC=CC=1)C1C=CC=CC=1)[P](C1C=CC=CC=1)(C1C=CC=CC=1)C1C=CC=CC=1.C(N(CC)CC)C. The product is [C:14]([O:13][C:12]([NH:11][C:3]1[CH:4]=[CH:5][C:6]([N+:8]([O-:10])=[O:9])=[CH:7][C:2]=1[C:25]#[C:24][C:26]1[CH:27]=[C:28]([NH:32][C:33](=[O:39])[O:34][C:35]([CH3:37])([CH3:36])[CH3:38])[CH:29]=[N:30][CH:31]=1)=[O:18])([CH3:17])([CH3:16])[CH3:15]. The yield is 0.850. (8) The reactants are [CH3:1][C:2]1[C:6]([C:7]([O:9]CC)=[O:8])=[C:5]([CH3:12])[NH:4][C:3]=1C(OCC)=O. The catalyst is S(=O)(=O)(O)O. The product is [C:7]([CH2:6][CH2:5][N:4]1[C:5]([CH3:12])=[C:6]([C:7]([OH:9])=[O:8])[C:2]([CH3:1])=[CH:3]1)([OH:9])=[O:8]. The yield is 0.790. (9) The reactants are [CH2:1]1N2CN3CN(C2)CN1C3.[Br:11][C:12]1[CH:17]=[C:16]([F:18])[CH:15]=[CH:14][C:13]=1[OH:19].[OH2:20].S(=O)(=O)(O)O. The catalyst is FC(F)(F)C(O)=O. The product is [Br:11][C:12]1[C:13]([OH:19])=[C:14]([CH:15]=[C:16]([F:18])[CH:17]=1)[CH:1]=[O:20]. The yield is 0.830.